This data is from Forward reaction prediction with 1.9M reactions from USPTO patents (1976-2016). The task is: Predict the product of the given reaction. (1) Given the reactants Cl.[CH2:2]([O:4][C:5](=[O:9])[CH2:6][CH2:7][NH2:8])[CH3:3].Cl[C:11]1[N:16]=[C:15]([O:17][CH3:18])[C:14]([N+:19]([O-:21])=[O:20])=[C:13]([O:22][CH3:23])[N:12]=1, predict the reaction product. The product is: [CH3:18][O:17][C:15]1[C:14]([N+:19]([O-:21])=[O:20])=[C:13]([O:22][CH3:23])[N:12]=[C:11]([NH:8][CH2:7][CH2:6][C:5]([O:4][CH2:2][CH3:3])=[O:9])[N:16]=1. (2) The product is: [OH:6][CH:5]1[C:4]([OH:3])=[C:9]([N:10]2[CH:14]=[C:13]([C:15]([NH2:17])=[O:16])[N:12]=[N:11]2)[CH:8]=[C:7]1[CH2:18][OH:19]. Given the reactants CC1(C)[O:6][CH:5]2[C:7]([CH2:18][O:19]C(C3C=CC=CC=3)(C3C=CC=CC=3)C3C=CC=CC=3)=[CH:8][CH:9]([N:10]3[CH:14]=[C:13]([C:15]([NH2:17])=[O:16])[N:12]=[N:11]3)[CH:4]2[O:3]1.OC1C(O)=C(N2C=NC(C(N)=O)=N2)C=C1CO.C(Cl)Cl, predict the reaction product.